This data is from Reaction yield outcomes from USPTO patents with 853,638 reactions. The task is: Predict the reaction yield, written as a fraction of the theoretical maximum amount of product (1.0 means a 100% yield; for example, 0.34 means a 34% yield). The reactants are [CH3:1][CH:2]([CH3:32])[CH2:3][CH:4]([C:22]1[CH:31]=[CH:30][C:25]([C:26]([O:28]C)=[O:27])=[CH:24][N:23]=1)[NH:5][C:6]1[CH:11]=[CH:10][C:9]([C:12]2[CH:17]=[CH:16][C:15]([C:18]([F:21])([F:20])[F:19])=[CH:14][CH:13]=2)=[CH:8][CH:7]=1.[Li+].[OH-].Cl. The catalyst is O.O1CCCC1. The product is [CH3:1][CH:2]([CH3:32])[CH2:3][CH:4]([C:22]1[CH:31]=[CH:30][C:25]([C:26]([OH:28])=[O:27])=[CH:24][N:23]=1)[NH:5][C:6]1[CH:7]=[CH:8][C:9]([C:12]2[CH:13]=[CH:14][C:15]([C:18]([F:21])([F:20])[F:19])=[CH:16][CH:17]=2)=[CH:10][CH:11]=1. The yield is 0.980.